This data is from Forward reaction prediction with 1.9M reactions from USPTO patents (1976-2016). The task is: Predict the product of the given reaction. (1) Given the reactants [CH3:1][O:2][C:3]1[N:8]=[CH:7][C:6]([CH:9]=[N:10][C:11]2[CH:16]=[CH:15][C:14]([OH:17])=[CH:13][C:12]=2[OH:18])=[CH:5][CH:4]=1.C(C1C(=O)C(Cl)=C(Cl)C(=O)C=1C#N)#N, predict the reaction product. The product is: [CH3:1][O:2][C:3]1[N:8]=[CH:7][C:6]([C:9]2[O:18][C:12]3[CH:13]=[C:14]([OH:17])[CH:15]=[CH:16][C:11]=3[N:10]=2)=[CH:5][CH:4]=1. (2) Given the reactants [S:1]1[CH:5]=[CH:4][N:3]=[C:2]1[C:6]([OH:10])([C:8]#[CH:9])[CH3:7].[H-].[Na+].[CH3:13]I, predict the reaction product. The product is: [CH3:13][O:10][C:6]([C:2]1[S:1][CH:5]=[CH:4][N:3]=1)([C:8]#[CH:9])[CH3:7]. (3) Given the reactants [Br:1][C:2]1[CH:7]=[CH:6][CH:5]=[C:4]([CH2:8][C:9]2[N:14]=[C:13]([O:15][CH3:16])[N:12]=[C:11]([O:17][CH3:18])[N:10]=2)[C:3]=1[NH:19][S:20]([CH:23]([F:25])[F:24])(=[O:22])=[O:21].C(OCC)(=[O:28])C.O, predict the reaction product. The product is: [Br:1][C:2]1[CH:7]=[CH:6][CH:5]=[C:4]([C:8]([C:9]2[N:14]=[C:13]([O:15][CH3:16])[N:12]=[C:11]([O:17][CH3:18])[N:10]=2)=[O:28])[C:3]=1[NH:19][S:20]([CH:23]([F:25])[F:24])(=[O:21])=[O:22].